The task is: Predict which catalyst facilitates the given reaction.. This data is from Catalyst prediction with 721,799 reactions and 888 catalyst types from USPTO. Reactant: [CH3:1][O:2][C:3]1[CH:12]=[C:11]2[C:6]([CH:7]=[CH:8][C:9](=[O:16])[N:10]2[CH2:13][CH:14]=O)=[N:5][CH:4]=1.[NH:17]1[CH2:21][CH2:20][C@@H:19]([CH2:22][NH:23][C:24](=[O:33])[O:25][CH2:26][C:27]2[CH:32]=[CH:31][CH:30]=[CH:29][CH:28]=2)[CH2:18]1.C(N(CC)CC)C.[BH-](OC(C)=O)(OC(C)=O)OC(C)=O.[Na+]. Product: [CH3:1][O:2][C:3]1[CH:12]=[C:11]2[C:6]([CH:7]=[CH:8][C:9](=[O:16])[N:10]2[CH2:13][CH2:14][N:17]2[CH2:21][CH2:20][C@@H:19]([CH2:22][NH:23][C:24](=[O:33])[O:25][CH2:26][C:27]3[CH:32]=[CH:31][CH:30]=[CH:29][CH:28]=3)[CH2:18]2)=[N:5][CH:4]=1. The catalyst class is: 100.